From a dataset of Cav3 T-type calcium channel HTS with 100,875 compounds. Binary Classification. Given a drug SMILES string, predict its activity (active/inactive) in a high-throughput screening assay against a specified biological target. The drug is Brc1cc2c(c(NC(=O)CN3CCOCC3)c(=O)[nH]c2cc1)c1ccccc1. The result is 0 (inactive).